This data is from Human intestinal absorption (HIA) binary classification data from Hou et al.. The task is: Regression/Classification. Given a drug SMILES string, predict its absorption, distribution, metabolism, or excretion properties. Task type varies by dataset: regression for continuous measurements (e.g., permeability, clearance, half-life) or binary classification for categorical outcomes (e.g., BBB penetration, CYP inhibition). Dataset: hia_hou. (1) The compound is NS(=O)(=O)c1cc([C@@]2(O)NC(=O)c3ccccc32)ccc1Cl. The result is 1 (good absorption). (2) The compound is ON=Cc1cc[n+](COC[n+]2ccc(/C=N/O)cc2)cc1. The result is 0 (poor absorption). (3) The molecule is CC(=O)NC[C@H]1CN(c2ccc(N3CCOCC3)c(F)c2)C(=O)O1. The result is 1 (good absorption). (4) The compound is N=C(N)c1ccc(OCCCCCOc2ccc(C(=N)N)cc2)cc1. The result is 0 (poor absorption). (5) The drug is NNc1nncc2ccccc12. The result is 1 (good absorption).